This data is from Forward reaction prediction with 1.9M reactions from USPTO patents (1976-2016). The task is: Predict the product of the given reaction. (1) Given the reactants [O:1]=[C:2]1[CH2:6][CH2:5][C@H:4]([CH2:7][C@H:8]([C:12]2[CH:17]=[CH:16][CH:15]=[C:14]([C:18]([F:21])([F:20])[F:19])[CH:13]=2)[C:9]([OH:11])=O)[CH2:3]1.C(Cl)(=O)C(Cl)=O.[NH2:28][C:29]1[CH:33]=[CH:32][N:31]([CH2:34][CH2:35][CH2:36][OH:37])[N:30]=1.N1C(C)=CC=CC=1C, predict the reaction product. The product is: [OH:37][CH2:36][CH2:35][CH2:34][N:31]1[CH:32]=[CH:33][C:29]([NH:28][C:9](=[O:11])[C@@H:8]([C:12]2[CH:17]=[CH:16][CH:15]=[C:14]([C:18]([F:21])([F:20])[F:19])[CH:13]=2)[CH2:7][C@H:4]2[CH2:5][CH2:6][C:2](=[O:1])[CH2:3]2)=[N:30]1. (2) The product is: [Cl:1][C:2]1[C:10]([OH:11])=[C:9]([Cl:12])[CH:8]=[CH:4][C:3]=1[OH:13]. Given the reactants [Cl:1][C:2]1[C:3]([OH:13])=[C:4]([CH:8]=[C:9]([Cl:12])[C:10]=1[OH:11])C(O)=O.C(=O)=O.Cl, predict the reaction product. (3) Given the reactants [OH:1]C(C(F)(F)F)=O.[NH2:8][C@@H:9]([CH2:13][CH2:14][CH2:15][CH2:16][NH:17][C:18]([O:20][CH2:21][CH2:22][CH2:23][CH:24]=[CH2:25])=[O:19])[C:10]([OH:12])=[O:11].O.[ClH:27], predict the reaction product. The product is: [ClH:27].[NH2:8][C@@H:9]([CH2:13][CH2:14][CH2:15][CH2:16][NH:17][C:18]([O:20][CH2:21][CH2:22][CH2:23][C:24](=[O:1])[CH3:25])=[O:19])[C:10]([OH:12])=[O:11]. (4) Given the reactants Cl[CH2:2][S:3]([NH:6][C:7]1[CH:12]=[CH:11][C:10]([C:13]2[CH:18]=[CH:17][C:16]([C:19]([F:22])([F:21])[F:20])=[CH:15][CH:14]=2)=[CH:9][C:8]=1[OH:23])(=[O:5])=[O:4].C(=O)([O-])[O-].[K+].[K+].Cl, predict the reaction product. The product is: [F:20][C:19]([F:22])([F:21])[C:16]1[CH:17]=[CH:18][C:13]([C:10]2[CH:11]=[CH:12][C:7]3[NH:6][S:3](=[O:5])(=[O:4])[CH2:2][O:23][C:8]=3[CH:9]=2)=[CH:14][CH:15]=1. (5) Given the reactants [F:1][C:2]1[CH:7]=[CH:6][C:5]([N:8]2[C:16]3[C:11](=[CH:12][C:13]([CH:17]([C:24]4[CH:29]=[CH:28][CH:27]=[CH:26][CH:25]=4)[C:18]([CH3:23])([CH3:22])[CH:19]([OH:21])[CH3:20])=[CH:14][CH:15]=3)[CH:10]=[N:9]2)=[CH:4][CH:3]=1.CC(OI1(OC(C)=O)(OC(C)=O)OC(=O)C2C=CC=CC1=2)=O, predict the reaction product. The product is: [F:1][C:2]1[CH:3]=[CH:4][C:5]([N:8]2[C:16]3[C:11](=[CH:12][C:13]([CH:17]([C:24]4[CH:25]=[CH:26][CH:27]=[CH:28][CH:29]=4)[C:18]([CH3:23])([CH3:22])[C:19](=[O:21])[CH3:20])=[CH:14][CH:15]=3)[CH:10]=[N:9]2)=[CH:6][CH:7]=1. (6) Given the reactants Cl[C:2]1[C:11]([CH3:12])=[C:10]([Cl:13])[C:9]2[C:4](=[CH:5][C:6]([F:15])=[CH:7][C:8]=2[F:14])[N:3]=1.[CH:16]1[C:25]2[C:20](=[CH:21][CH:22]=[CH:23][CH:24]=2)[CH:19]=[CH:18][C:17]=1B(O)O.C(=O)([O-])[O-].[Na+].[Na+].C1(C)C=CC=CC=1, predict the reaction product. The product is: [Cl:13][C:10]1[C:9]2[C:4](=[CH:5][C:6]([F:15])=[CH:7][C:8]=2[F:14])[N:3]=[C:2]([C:24]2[C:25]3[C:20](=[CH:19][CH:18]=[CH:17][CH:16]=3)[CH:21]=[CH:22][CH:23]=2)[C:11]=1[CH3:12].